Dataset: Forward reaction prediction with 1.9M reactions from USPTO patents (1976-2016). Task: Predict the product of the given reaction. (1) Given the reactants [Cl:1][C:2]1[CH:7]=[C:6]([C:8]([F:11])([F:10])[F:9])[N:5]=[C:4]([C:12]2[CH:17]=[CH:16][CH:15]=[CH:14][N:13]=2)[N:3]=1.[F:18][C:19]([F:29])([F:28])[O:20][C:21]1[CH:22]=[C:23]([CH:25]=[CH:26][CH:27]=1)[NH2:24].Cl, predict the reaction product. The product is: [ClH:1].[F:18][C:19]([F:28])([F:29])[O:20][C:21]1[CH:22]=[C:23]([CH:25]=[CH:26][CH:27]=1)[NH:24][C:2]1[CH:7]=[C:6]([C:8]([F:11])([F:10])[F:9])[N:5]=[C:4]([C:12]2[CH:17]=[CH:16][CH:15]=[CH:14][N:13]=2)[N:3]=1. (2) Given the reactants [O:1]1[CH2:6][CH2:5][N:4]([CH2:7][CH:8]([OH:11])[CH2:9][OH:10])[CH2:3][CH2:2]1.CS(O[CH2:17][CH2:18][CH2:19][CH2:20][CH2:21][CH2:22][CH2:23][CH2:24]/[CH:25]=[CH:26]\[CH2:27][CH2:28][CH2:29][CH2:30][CH2:31][CH3:32])(=O)=O, predict the reaction product. The product is: [CH2:17]([O:11][CH:8]([CH2:9][O:10][CH2:32][CH2:31][CH2:30][CH2:29][CH2:28][CH2:27][CH2:26][CH2:25]/[CH:24]=[CH:23]\[CH2:22][CH2:21][CH2:20][CH2:19][CH2:18][CH3:17])[CH2:7][N:4]1[CH2:3][CH2:2][O:1][CH2:6][CH2:5]1)[CH2:18][CH2:19][CH2:20][CH2:21][CH2:22][CH2:23][CH2:24]/[CH:25]=[CH:26]\[CH2:27][CH2:28][CH2:29][CH2:30][CH2:31][CH3:32]. (3) The product is: [CH2:1]=[O:7].[C:1]1([OH:7])[CH:6]=[CH:5][CH:4]=[CH:3][CH:2]=1.[C:8]([OH:17])(=[O:16])[C:9]1[C:10](=[CH:12][CH:13]=[CH:14][CH:15]=1)[NH2:11]. Given the reactants [C:1]1([OH:7])[CH:6]=[CH:5][CH:4]=[CH:3][CH:2]=1.[C:8]([OH:17])(=[O:16])[C:9]1[C:10](=[CH:12][CH:13]=[CH:14][CH:15]=1)[NH2:11], predict the reaction product. (4) Given the reactants ClC(Cl)(O[C:5](=[O:11])[O:6][C:7](Cl)(Cl)Cl)Cl.[F:13][C:14]([F:19])([F:18])[CH2:15]CO.CCN(C(C)C)C(C)C.[O:29]=[C:30]([N:62]1[CH2:67][CH2:66][NH:65][CH2:64][CH2:63]1)[CH2:31][NH:32][C:33]([C:35]1[CH:39]=[C:38]([O:40][CH2:41][C:42]([N:44]2[CH2:48][CH2:47][CH2:46][C@H:45]2[C:49](=[O:55])[NH:50][CH:51]2[CH2:54][CH2:53][CH2:52]2)=[O:43])[N:37]([C:56]2[CH:61]=[CH:60][CH:59]=[CH:58][CH:57]=2)[N:36]=1)=[O:34], predict the reaction product. The product is: [F:19][C:14]([F:13])([F:18])[CH2:15][CH2:7][O:6][C:5]([N:65]1[CH2:64][CH2:63][N:62]([C:30](=[O:29])[CH2:31][NH:32][C:33]([C:35]2[CH:39]=[C:38]([O:40][CH2:41][C:42]([N:44]3[CH2:48][CH2:47][CH2:46][C@H:45]3[C:49](=[O:55])[NH:50][CH:51]3[CH2:54][CH2:53][CH2:52]3)=[O:43])[N:37]([C:56]3[CH:57]=[CH:58][CH:59]=[CH:60][CH:61]=3)[N:36]=2)=[O:34])[CH2:67][CH2:66]1)=[O:11]. (5) Given the reactants [Cl:1][C:2]1[S:3][C:4]2[C:5]([N:14]=1)=[CH:6][C:7]1[CH2:8][CH2:9][CH2:10][NH:11][C:12]=1[CH:13]=2.C=O.[C:17](O[BH-](OC(=O)C)OC(=O)C)(=O)C.[Na+], predict the reaction product. The product is: [Cl:1][C:2]1[S:3][C:4]2[C:5]([N:14]=1)=[CH:6][C:7]1[CH2:8][CH2:9][CH2:10][N:11]([CH3:17])[C:12]=1[CH:13]=2. (6) Given the reactants [CH3:1][O:2][C:3]1[CH:20]=[C:19]2[C:6]([C@@:7]3([CH3:24])[C@H:16]([CH2:17][S:18]2)[C@:15]2([CH3:21])[C@H:10]([C:11]([CH3:23])([CH3:22])[CH2:12][CH2:13][CH2:14]2)[CH2:9][CH2:8]3)=[C:5]([C:25]([OH:27])=O)[CH:4]=1.[CH3:28][N:29](C(ON1N=NC2C=CC=NC1=2)=[N+](C)C)C.F[P-](F)(F)(F)(F)F.CCN(C(C)C)C(C)C.CN, predict the reaction product. The product is: [CH3:1][O:2][C:3]1[CH:20]=[C:19]2[C:6]([C@@:7]3([CH3:24])[C@H:16]([CH2:17][S:18]2)[C@:15]2([CH3:21])[C@H:10]([C:11]([CH3:23])([CH3:22])[CH2:12][CH2:13][CH2:14]2)[CH2:9][CH2:8]3)=[C:5]([C:25]([NH:29][CH3:28])=[O:27])[CH:4]=1. (7) The product is: [CH:1]1([NH:5][C:6](=[O:7])[C:8]2[CH:13]=[CH:12][C:11]([C:14]3[CH2:15][C:16]([C:26]4[CH:31]=[C:30]([Cl:32])[CH:29]=[C:28]([Cl:33])[CH:27]=4)([C:22]([F:24])([F:25])[F:23])[S:17][CH:18]=3)=[CH:10][C:9]=2[CH3:34])[CH2:2][CH2:3][CH2:4]1. Given the reactants [CH:1]1([NH:5][C:6]([C:8]2[CH:13]=[CH:12][C:11]([C:14]3[CH2:15][C:16]([C:26]4[CH:31]=[C:30]([Cl:32])[CH:29]=[C:28]([Cl:33])[CH:27]=4)([C:22]([F:25])([F:24])[F:23])[S:17][C:18]=3C(O)=O)=[CH:10][C:9]=2[CH3:34])=[O:7])[CH2:4][CH2:3][CH2:2]1, predict the reaction product.